From a dataset of Forward reaction prediction with 1.9M reactions from USPTO patents (1976-2016). Predict the product of the given reaction. (1) Given the reactants Cl[C:2]1[N:7]=[C:6]([CH3:8])[N:5]=[C:4]([N:9]([CH3:11])[CH3:10])[CH:3]=1.[CH2:12]([NH:19][C@H:20]1[CH2:25][CH2:24][C@@H:23]([NH2:26])[CH2:22][CH2:21]1)[C:13]1[CH:18]=[CH:17][CH:16]=[CH:15][CH:14]=1.C([O-])(O)=O.[Na+], predict the reaction product. The product is: [CH2:12]([NH:19][C@@H:20]1[CH2:25][CH2:24][C@H:23]([NH:26][C:2]2[CH:3]=[C:4]([N:9]([CH3:11])[CH3:10])[N:5]=[C:6]([CH3:8])[N:7]=2)[CH2:22][CH2:21]1)[C:13]1[CH:18]=[CH:17][CH:16]=[CH:15][CH:14]=1. (2) Given the reactants [NH2:1][C:2]1[S:3][CH:4]=[C:5]([C:7]([O:9][CH2:10][CH3:11])=[O:8])[N:6]=1.[C:12](=O)([O:18]C(C)(C)C)[O:13][C:14]([CH3:17])([CH3:16])[CH3:15].CCCCC, predict the reaction product. The product is: [C:14]([O:13][C:12]([NH:1][C:2]1[S:3][CH:4]=[C:5]([C:7]([O:9][CH2:10][CH3:11])=[O:8])[N:6]=1)=[O:18])([CH3:17])([CH3:16])[CH3:15]. (3) Given the reactants [Br:1][C:2]1[CH:7]=[CH:6][C:5]([C:8]2([C:11]([OH:13])=[O:12])[CH2:10][CH2:9]2)=[C:4]([F:14])[CH:3]=1.[C:15]([O-])([O-])=O.[K+].[K+].CI, predict the reaction product. The product is: [CH3:15][O:12][C:11]([C:8]1([C:5]2[CH:6]=[CH:7][C:2]([Br:1])=[CH:3][C:4]=2[F:14])[CH2:10][CH2:9]1)=[O:13]. (4) Given the reactants [CH:1]1(C(O)=O)[CH2:5][CH:4]=[CH:3][CH2:2]1.C1(P(N=[N+]=[N-])(C2C=CC=CC=2)=[O:16])C=CC=CC=1.C([N:28]([CH2:31]C)CC)C.[C:33]([OH:37])([CH3:36])([CH3:35])[CH3:34], predict the reaction product. The product is: [C:33]([O:37][C:31](=[O:16])[NH:28][CH:1]1[CH2:2][CH:3]=[CH:4][CH2:5]1)([CH3:36])([CH3:35])[CH3:34]. (5) Given the reactants [NH2:1][C:2]1[C:13]2[C:14]3[C:5]([CH2:6][CH2:7][N:8]([CH:15]4[CH2:20][CH2:19][C:18](=O)[CH2:17][CH2:16]4)[C:9]=3[CH:10]=[CH:11][CH:12]=2)=[CH:4][N:3]=1.[CH2:22]([NH2:29])[C:23]1[CH:28]=[CH:27][CH:26]=[CH:25][CH:24]=1, predict the reaction product. The product is: [CH2:22]([NH:29][CH:18]1[CH2:19][CH2:20][CH:15]([N:8]2[C:9]3=[C:14]4[C:13](=[CH:12][CH:11]=[CH:10]3)[C:2]([NH2:1])=[N:3][CH:4]=[C:5]4[CH2:6][CH2:7]2)[CH2:16][CH2:17]1)[C:23]1[CH:28]=[CH:27][CH:26]=[CH:25][CH:24]=1. (6) Given the reactants CS(O[CH2:6][C:7]1[N:16]([CH2:17][CH2:18][S:19]([CH3:22])(=[O:21])=[O:20])[C:10]2=[N:11][CH:12]=[C:13]([Cl:15])[CH:14]=[C:9]2[CH:8]=1)(=O)=O.C(=O)([O-])[O-].[Cs+].[Cs+].[F:29][C:30]1[CH:31]=[C:32]2[C:36](=[CH:37][CH:38]=1)[NH:35][C:34](=[O:39])[C:33]12[CH2:41][CH2:40]1, predict the reaction product. The product is: [Cl:15][C:13]1[CH:14]=[C:9]2[CH:8]=[C:7]([CH2:6][N:35]3[C:36]4[C:32](=[CH:31][C:30]([F:29])=[CH:38][CH:37]=4)[C:33]4([CH2:40][CH2:41]4)[C:34]3=[O:39])[N:16]([CH2:17][CH2:18][S:19]([CH3:22])(=[O:21])=[O:20])[C:10]2=[N:11][CH:12]=1. (7) Given the reactants [CH:1]#[C:2][CH2:3][CH2:4][CH2:5]C.C1(C#C)C=CC=CC=1.[O:15]1[CH:19]=[CH:18][CH:17]=[C:16]1[C:20]#N, predict the reaction product. The product is: [C:20]([C:16]1[O:15][CH:19]=[CH:18][CH:17]=1)#[C:1][CH2:2][CH2:3][CH2:4][CH3:5]. (8) Given the reactants C1(COC([NH:11][C@H:12]([C:14]([NH:16][C@H:17]([C:25]([O:27][C:28]([CH3:31])([CH3:30])[CH3:29])=[O:26])[CH2:18][C:19]2[CH:24]=[CH:23][CH:22]=[CH:21][CH:20]=2)=[O:15])[CH3:13])=O)C=CC=CC=1, predict the reaction product. The product is: [NH2:11][C@H:12]([C:14]([NH:16][C@H:17]([C:25]([O:27][C:28]([CH3:29])([CH3:31])[CH3:30])=[O:26])[CH2:18][C:19]1[CH:24]=[CH:23][CH:22]=[CH:21][CH:20]=1)=[O:15])[CH3:13]. (9) Given the reactants [CH3:1][O:2][CH2:3][O:4][C:5]1[CH:6]=[C:7]([CH:10]=[CH:11][C:12]=1[C:13]1[CH:18]=[CH:17][CH:16]=[CH:15][N:14]=1)[C:8]#[N:9].[H-].[H-].[H-].[H-].[Li+].[Al+3], predict the reaction product. The product is: [CH3:1][O:2][CH2:3][O:4][C:5]1[CH:6]=[C:7]([CH:10]=[CH:11][C:12]=1[C:13]1[CH:18]=[CH:17][CH:16]=[CH:15][N:14]=1)[CH2:8][NH2:9]. (10) Given the reactants OO.CC1(C)C(C)(C)OB(C2[CH:12]=[C:13]3[C:21]4=[C:22]([C:24]5[C:29]([N:20]4[C:19]4[CH:18]=[CH:17][CH:16]=[CH:15][C:14]3=4)=[CH:28][CH:27]=[CH:26][CH:25]=5)C=2)O1.[CH2:31]([OH:33])[CH3:32], predict the reaction product. The product is: [CH:12]1[C:31]([OH:33])=[CH:32][C:22]2[C:24]3[C:29]([N:20]4[C:21]=2[C:13]=1[C:14]1[CH:15]=[CH:16][CH:17]=[CH:18][C:19]=14)=[CH:28][CH:27]=[CH:26][CH:25]=3.